Task: Predict the reactants needed to synthesize the given product.. Dataset: Full USPTO retrosynthesis dataset with 1.9M reactions from patents (1976-2016) (1) The reactants are: [CH3:1][O:2][C:3](=[O:13])[C:4]1[CH:9]=[C:8]([O:10][CH3:11])[N:7]=[C:6](Cl)[CH:5]=1.[Br-].[CH3:15][CH2:16][CH:17]([Zn+])[CH2:18][CH3:19].O. Given the product [CH3:1][O:2][C:3](=[O:13])[C:4]1[CH:9]=[C:8]([O:10][CH3:11])[N:7]=[C:6]([CH:17]([CH2:18][CH3:19])[CH2:16][CH3:15])[CH:5]=1, predict the reactants needed to synthesize it. (2) Given the product [Cl:1][C:2]1[CH:3]=[C:4]2[C:8](=[CH:9][CH:10]=1)[NH:7][C:6]([C:11]([NH:37][CH2:36][C:28]1[CH:27]=[C:26]([CH:31]=[C:30]([C:32]([F:33])([F:34])[F:35])[CH:29]=1)[O:25][C:22]1[CH:23]=[CH:24][C:19]([CH2:18][CH2:17][C:16]([OH:39])=[O:15])=[C:20]([CH3:38])[CH:21]=1)=[O:13])=[CH:5]2, predict the reactants needed to synthesize it. The reactants are: [Cl:1][C:2]1[CH:3]=[C:4]2[C:8](=[CH:9][CH:10]=1)[NH:7][C:6]([C:11]([OH:13])=O)=[CH:5]2.C[O:15][C:16](=[O:39])[CH2:17][CH2:18][C:19]1[CH:24]=[CH:23][C:22]([O:25][C:26]2[CH:31]=[C:30]([C:32]([F:35])([F:34])[F:33])[CH:29]=[C:28]([CH2:36][NH2:37])[CH:27]=2)=[CH:21][C:20]=1[CH3:38]. (3) Given the product [CH2:31]([NH:30][C:28]1[N:16]([CH2:15][C:12]2[CH:13]=[CH:14][C:9]([C:4]3[CH:5]=[CH:6][CH:7]=[CH:8][C:3]=3[C:1]#[N:2])=[CH:10][CH:11]=2)[C:17]2[C:18]([C:19]([O:21][CH3:22])=[O:20])=[CH:23][CH:24]=[CH:25][C:26]=2[N:27]=1)[CH3:32], predict the reactants needed to synthesize it. The reactants are: [C:1]([C:3]1[CH:8]=[CH:7][CH:6]=[CH:5][C:4]=1[C:9]1[CH:14]=[CH:13][C:12]([CH2:15][NH:16][C:17]2[C:26]([NH:27][C:28]([NH:30][CH2:31][CH3:32])=S)=[CH:25][CH:24]=[CH:23][C:18]=2[C:19]([O:21][CH3:22])=[O:20])=[CH:11][CH:10]=1)#[N:2].NC1C(NCC2C=CC(C3C=CC=CC=3C#N)=CC=2)=C(C=CC=1)C(OC)=O. (4) Given the product [C:1]([C:4]1[CH:9]=[N:8][N:7]([CH3:17])[C:6](=[O:10])[C:5]=1[C:11]1[CH:16]=[CH:15][CH:14]=[CH:13][CH:12]=1)(=[O:3])[CH3:2], predict the reactants needed to synthesize it. The reactants are: [C:1]([C:4]1[CH:9]=[N:8][NH:7][C:6](=[O:10])[C:5]=1[C:11]1[CH:16]=[CH:15][CH:14]=[CH:13][CH:12]=1)(=[O:3])[CH3:2].[C:17](=O)([O-])[O-].[K+].[K+].IC. (5) The reactants are: C1C2C(COC([CH2:18][C:19]([N:21]3[CH2:25][C@H:24]([F:26])[CH2:23][C@@H:22]3[C:27]([O:29]C)=O)=[O:20])=O)C3C(=CC=CC=3)C=2C=CC=1.[NH:31]1CCCCC1. Given the product [F:26][C@H:24]1[CH2:25][N:21]2[C:19](=[O:20])[CH2:18][NH:31][C:27](=[O:29])[CH:22]2[CH2:23]1, predict the reactants needed to synthesize it. (6) Given the product [Br:12][CH2:24][CH2:23][N:22]1[CH2:9][C:10]2[C:29](=[CH:28][CH:27]=[CH:26][CH:25]=2)[C:30]2[CH:17]=[CH:18][CH:19]=[CH:20][C:21]1=2, predict the reactants needed to synthesize it. The reactants are: CN(C=O)C.CCO[CH2:9][CH3:10].[K+].[Br-:12].[Br-].BrCC[C:17]1[C:30]2[C:21](=[NH+:22][CH:23]=[C:24]3[C:29]=2[CH:28]=[CH:27][CH:26]=[CH:25]3)[CH:20]=[CH:19][CH:18]=1. (7) Given the product [Br:1][C:2]1[S:6][C:5]([C:7]([S:10]([NH2:27])(=[O:12])=[O:11])([CH3:9])[CH3:8])=[N:4][CH:3]=1, predict the reactants needed to synthesize it. The reactants are: [Br:1][C:2]1[S:6][C:5]([C:7]([S:10](CCC(OC)=O)(=[O:12])=[O:11])([CH3:9])[CH3:8])=[N:4][CH:3]=1.C[O-].[Na+].CC([O-])=O.[Na+].[NH2:27]OS(O)(=O)=O. (8) Given the product [CH3:13][O:12][C:10]([C:5]12[CH2:9][C:1]([C:14]([OH:16])=[O:15])([CH2:8][CH2:7][CH2:6]1)[CH2:2][CH2:3][CH2:4]2)=[O:11], predict the reactants needed to synthesize it. The reactants are: [C:1]12([C:14]([O:16]C)=[O:15])[CH2:9][C:5]([C:10]([O:12][CH3:13])=[O:11])([CH2:6][CH2:7][CH2:8]1)[CH2:4][CH2:3][CH2:2]2. (9) Given the product [Br:1][C:2]1[C:3]([N:21]2[CH2:24][CH:23]([NH:25][C:26](=[O:32])[O:27][C:28]([CH3:30])([CH3:29])[CH3:31])[CH2:22]2)=[C:4]2[C:10]([NH:11][C:12](=[O:19])[C:13]3[CH:18]=[CH:17][CH:16]=[N:15][CH:14]=3)=[CH:9][NH:8][C:5]2=[N:6][CH:7]=1, predict the reactants needed to synthesize it. The reactants are: [Br:1][C:2]1[C:3](F)=[C:4]2[C:10]([NH:11][C:12](=[O:19])[C:13]3[CH:18]=[CH:17][CH:16]=[N:15][CH:14]=3)=[CH:9][NH:8][C:5]2=[N:6][CH:7]=1.[NH:21]1[CH2:24][CH:23]([NH:25][C:26](=[O:32])[O:27][C:28]([CH3:31])([CH3:30])[CH3:29])[CH2:22]1.